Regression/Classification. Given a drug SMILES string, predict its absorption, distribution, metabolism, or excretion properties. Task type varies by dataset: regression for continuous measurements (e.g., permeability, clearance, half-life) or binary classification for categorical outcomes (e.g., BBB penetration, CYP inhibition). Dataset: cyp3a4_veith. From a dataset of CYP3A4 inhibition data for predicting drug metabolism from PubChem BioAssay. (1) The compound is Cc1noc(C)c1-c1cncnc1NCc1ccccc1. The result is 1 (inhibitor). (2) The compound is CCNc1ncc2nc(-c3ccc(F)cc3)c(=O)n(-c3ccccc3)c2n1. The result is 0 (non-inhibitor). (3) The compound is COc1ccc2[nH]cc(CCNc3ccnc(-c4ccccc4Cl)n3)c2c1. The result is 1 (inhibitor). (4) The compound is Cn1c(=O)c2cn(-c3ccccc3)cc2n(C)c1=O. The result is 0 (non-inhibitor). (5) The molecule is Cc1ccc(S(=O)(=O)Oc2cc(N)c3c(n2)CCC3)cc1. The result is 0 (non-inhibitor). (6) The drug is COc1cc(Cn2cnnn2)ccc1O. The result is 0 (non-inhibitor).